This data is from Catalyst prediction with 721,799 reactions and 888 catalyst types from USPTO. The task is: Predict which catalyst facilitates the given reaction. Reactant: [CH3:1][N:2]1[CH:6]=[C:5]([C:7]2[N:12]=[CH:11][C:10]([CH2:13][C:14]3[C:15]([CH3:26])=[CH:16][C:17]([CH:24]=O)=[C:18]([CH:23]=3)[C:19](OC)=[O:20])=[CH:9][CH:8]=2)[C:4]([CH3:27])=[N:3]1.Cl.[NH2:29][C@@H:30]1[CH2:35][CH2:34][CH2:33][CH2:32][C@H:31]1[OH:36].C(N(CC)CC)C.S([O-])([O-])(=O)=O.[Mg+2]. Product: [CH3:1][N:2]1[CH:6]=[C:5]([C:7]2[N:12]=[CH:11][C:10]([CH2:13][C:14]3[CH:23]=[C:18]4[C:17]([CH2:24][N:29]([C@@H:30]5[CH2:35][CH2:34][CH2:33][CH2:32][C@H:31]5[OH:36])[C:19]4=[O:20])=[CH:16][C:15]=3[CH3:26])=[CH:9][CH:8]=2)[C:4]([CH3:27])=[N:3]1. The catalyst class is: 1.